Task: Predict the product of the given reaction.. Dataset: Forward reaction prediction with 1.9M reactions from USPTO patents (1976-2016) Given the reactants [NH2:1][C@H:2]([C:10]([OH:12])=[O:11])[CH2:3][CH2:4][CH2:5][NH:6][C:7]([NH2:9])=[O:8].[CH:13]1([C:19](Cl)=[O:20])[CH2:18][CH2:17][CH2:16][CH2:15][CH2:14]1.Cl, predict the reaction product. The product is: [CH:13]1([C:19]([NH:1][C@H:2]([C:10]([OH:12])=[O:11])[CH2:3][CH2:4][CH2:5][NH:6][C:7]([NH2:9])=[O:8])=[O:20])[CH2:18][CH2:17][CH2:16][CH2:15][CH2:14]1.